This data is from Full USPTO retrosynthesis dataset with 1.9M reactions from patents (1976-2016). The task is: Predict the reactants needed to synthesize the given product. (1) Given the product [CH3:24][O:23][C:17]1[CH:16]=[C:15]([CH2:14][CH2:13][CH:12]([NH:11][CH:4]([C:5]2[CH:10]=[CH:9][CH:8]=[CH:7][CH:6]=2)[C:3]([N:37]([CH3:38])[CH3:36])=[O:2])[C:25]2[CH:30]=[C:29]([F:31])[CH:28]=[CH:27][C:26]=2[OH:32])[CH:20]=[CH:19][C:18]=1[O:21][CH3:22], predict the reactants needed to synthesize it. The reactants are: C[O:2][C:3](=O)[CH:4]([NH:11][CH:12]([C:25]1[CH:30]=[C:29]([F:31])[CH:28]=[CH:27][C:26]=1[OH:32])[CH2:13][CH2:14][C:15]1[CH:20]=[CH:19][C:18]([O:21][CH3:22])=[C:17]([O:23][CH3:24])[CH:16]=1)[C:5]1[CH:10]=[CH:9][CH:8]=[CH:7][CH:6]=1.[OH-].[Na+].[CH3:36][N:37](C(ON1N=NC2C=CC=CC1=2)=[N+](C)C)[CH3:38].[B-](F)(F)(F)F.CNC. (2) Given the product [NH2:8][CH2:9][CH2:10][CH2:11][C@H:12]([NH:22][S:23]([CH2:26][CH2:27][C:28]1[C:37]2[C:32](=[CH:33][CH:34]=[CH:35][CH:36]=2)[CH:31]=[CH:30][CH:29]=1)(=[O:25])=[O:24])[CH2:13][O:14][CH2:15][C:16]1[CH:17]=[CH:18][CH:19]=[CH:20][CH:21]=1, predict the reactants needed to synthesize it. The reactants are: C([NH:8][CH2:9][CH2:10][CH2:11][C@H:12]([NH:22][S:23]([CH2:26][CH2:27][C:28]1[C:37]2[C:32](=[CH:33][CH:34]=[CH:35][CH:36]=2)[CH:31]=[CH:30][CH:29]=1)(=[O:25])=[O:24])[CH2:13][O:14][CH2:15][C:16]1[CH:21]=[CH:20][CH:19]=[CH:18][CH:17]=1)(OC(C)(C)C)=O.C(O)(C(F)(F)F)=O. (3) Given the product [Br:1][C:2]1[CH:7]=[CH:6][C:5]([C:15]#[C:14][CH2:13][N:12]([CH3:16])[CH3:11])=[C:4]([Cl:9])[C:3]=1[CH3:10], predict the reactants needed to synthesize it. The reactants are: [Br:1][C:2]1[CH:7]=[CH:6][C:5](I)=[C:4]([Cl:9])[C:3]=1[CH3:10].[CH3:11][N:12]([CH3:16])[CH2:13][C:14]#[CH:15]. (4) The reactants are: C[N:2]([CH:4]=[C:5]1[CH2:11][CH2:10][CH2:9][C:8]2[C:12]([F:27])=[C:13]([N:16]3[CH2:20][C@H:19]([CH2:21][NH:22][C:23](=[O:25])[CH3:24])[O:18][C:17]3=[O:26])[CH:14]=[CH:15][C:7]=2[C:6]1=O)C.O.[NH2:30]N. Given the product [F:27][C:12]1[C:8]2[CH2:9][CH2:10][CH2:11][C:5]3[CH:4]=[N:2][NH:30][C:6]=3[C:7]=2[CH:15]=[CH:14][C:13]=1[N:16]1[CH2:20][C@H:19]([CH2:21][NH:22][C:23](=[O:25])[CH3:24])[O:18][C:17]1=[O:26], predict the reactants needed to synthesize it. (5) Given the product [Br:8][C:9]1[CH:10]=[CH:11][C:12]([C@@H:15]([NH:17][CH2:18][CH2:19][C:20]([OH:24])([CH2:6][C:5]([CH3:7])=[CH2:4])[CH:21]([CH3:23])[CH3:22])[CH3:16])=[CH:13][CH:14]=1, predict the reactants needed to synthesize it. The reactants are: II.Cl[CH2:4][C:5]([CH3:7])=[CH2:6].[Br:8][C:9]1[CH:14]=[CH:13][C:12]([C@@H:15]([NH:17][CH2:18][CH2:19][C:20](=[O:24])[CH:21]([CH3:23])[CH3:22])[CH3:16])=[CH:11][CH:10]=1.